From a dataset of Full USPTO retrosynthesis dataset with 1.9M reactions from patents (1976-2016). Predict the reactants needed to synthesize the given product. (1) Given the product [NH2:3][CH:4]([CH:10]1[CH2:14][CH2:13][N:12]([C:21]2[C:20]([CH3:29])=[C:19]3[C:24]([C:25](=[O:26])[N:16]([NH2:15])[C:17](=[O:33])[N:18]3[CH:30]3[CH2:31][CH2:32]3)=[CH:23][C:22]=2[F:27])[CH2:11]1)[C:5]([CH3:9])([CH3:8])[C:6]#[N:7], predict the reactants needed to synthesize it. The reactants are: Cl.Cl.[NH2:3][CH:4]([CH:10]1[CH2:14][CH2:13][NH:12][CH2:11]1)[C:5]([CH3:9])([CH3:8])[C:6]#[N:7].[NH2:15][N:16]1[C:25](=[O:26])[C:24]2[C:19](=[C:20]([CH3:29])[C:21](F)=[C:22]([F:27])[CH:23]=2)[N:18]([CH:30]2[CH2:32][CH2:31]2)[C:17]1=[O:33].CN(C)C(N(C)C)=N. (2) The reactants are: [N+:1]([C:4]1[CH:12]=[CH:11][CH:10]=[C:9]2[C:5]=1C(=O)[O:7][C:8]2=[O:13])([O-:3])=[O:2].[N+:15](C1C=CC=C(C(O)=O)C=1C(N)=O)([O-])=O.Cl. Given the product [NH2:15][C:5]1[C:4]([N+:1]([O-:3])=[O:2])=[CH:12][CH:11]=[CH:10][C:9]=1[C:8]([OH:7])=[O:13], predict the reactants needed to synthesize it. (3) The reactants are: Cl[CH2:2][CH2:3][CH2:4][O:5][C:6]1[CH:11]=[CH:10][C:9]([N:12]2[CH2:17][CH2:16][N:15]([C:18]([O:20][C:21]([CH3:24])([CH3:23])[CH3:22])=[O:19])[CH2:14][C:13]2=[O:25])=[CH:8][CH:7]=1.[I-].[K+].[NH:28]1[CH2:32][CH2:31][CH2:30][CH2:29]1.C(=O)([O-])[O-].[K+].[K+]. Given the product [O:25]=[C:13]1[N:12]([C:9]2[CH:10]=[CH:11][C:6]([O:5][CH2:4][CH2:3][CH2:2][N:28]3[CH2:32][CH2:31][CH2:30][CH2:29]3)=[CH:7][CH:8]=2)[CH2:17][CH2:16][N:15]([C:18]([O:20][C:21]([CH3:24])([CH3:23])[CH3:22])=[O:19])[CH2:14]1, predict the reactants needed to synthesize it. (4) Given the product [Br:1][C:2]1[CH:10]=[C:18]2[C:5]([C:6]([CH:7]=[O:19])=[CH:15][NH:16]2)=[C:4]([O:11][CH3:12])[CH:3]=1, predict the reactants needed to synthesize it. The reactants are: [Br:1][C:2]1[CH:10]=C2[C:5]([CH:6]=[CH:7]N2)=[C:4]([O:11][CH3:12])[CH:3]=1.[Cl-].Cl[CH:15]=[N+:16]([CH3:18])C.[OH2:19].[OH-].[Na+]. (5) Given the product [Br:19][C:20]1[CH:25]=[C:24]([N:8]2[C:9]3[CH2:10][C:11]4([CH3:12])[C:2]([F:1])([F:18])[CH:3]4[CH2:4][C:5]=3[C:6]([C:13]([O:15][CH2:16][CH3:17])=[O:14])=[N:7]2)[CH:23]=[CH:22][CH:21]=1, predict the reactants needed to synthesize it. The reactants are: [F:1][C:2]1([F:18])[C:11]2([CH3:12])[CH:3]1[CH2:4][C:5]1[C:6]([C:13]([O:15][CH2:16][CH3:17])=[O:14])=[N:7][NH:8][C:9]=1[CH2:10]2.[Br:19][C:20]1[CH:21]=[C:22](B(O)O)[CH:23]=[CH:24][CH:25]=1. (6) Given the product [CH3:4][C:3]1([CH3:5])[N:23]2[C:22]3[CH:24]=[CH:25][CH:26]=[CH:27][C:21]=3[N:20]=[C:19]2[C:14]2[C:13](=[CH:18][CH:17]=[CH:16][CH:15]=2)[NH:12]1, predict the reactants needed to synthesize it. The reactants are: CO[C:3](OC)([CH3:5])[CH3:4].C(O)(=O)C.[NH2:12][C:13]1[CH:18]=[CH:17][CH:16]=[CH:15][C:14]=1[C:19]1[NH:20][C:21]2[CH:27]=[CH:26][CH:25]=[CH:24][C:22]=2[N:23]=1. (7) Given the product [CH2:20]([N:6]1[CH2:7][CH2:8][P:3](=[O:9])([CH3:2])[CH2:4][CH2:5]1)[CH:19]=[CH2:18], predict the reactants needed to synthesize it. The reactants are: Cl.[CH3:2][P:3]1(=[O:9])[CH2:8][CH2:7][NH:6][CH2:5][CH2:4]1.[I-].[Na+].C([O-])([O-])=O.[Cs+].[Cs+].[CH2:18](Cl)[CH:19]=[CH2:20]. (8) The reactants are: [CH3:1][C:2]([NH:4][C@H:5]1[C@H:10]([O:11][C@@H:12]2[C@@H:17]([OH:18])[C@H:16]([O:19][C@H:20]3[C@H:25]([OH:26])[C@@H:24]([OH:27])[CH:23]([OH:28])[O:22][C@@H:21]3[CH2:29][OH:30])[O:15][C@H:14]([CH2:31][OH:32])[C@@H:13]2[OH:33])[O:9][C@H:8]([CH2:34][OH:35])[C@@H:7]([O:36][C@@H:37]2[O:42][C@H:41]([CH2:43][OH:44])[C@H:40]([OH:45])[C@H:39]([OH:46])[C@H:38]2[OH:47])[C@@H:6]1[OH:48])=[O:3].[OH:49][C:50]([C:52]1([O:63][C@@H:62]([C@@H:64]([C@@H:66]([CH2:68][OH:69])[OH:67])[OH:65])[C@H:57]([NH:58][C:59]([CH3:61])=[O:60])[C@@H:55]([OH:56])[CH2:54]1)O)=[O:51].[Mg+2].[Cl-].[Cl-].[NH4+].[OH-]. Given the product [OH:51][C:50]([C@@:52]1([O:63][C@@H:62]([C@@H:64]([C@@H:66]([CH2:68][OH:69])[OH:67])[OH:65])[C@H:57]([NH:58][C:59]([CH3:61])=[O:60])[C@@H:55]([OH:56])[CH2:54]1)[O:46][C@H:39]1[C@@H:40]([OH:45])[C@@H:41]([CH2:43][OH:44])[O:42][C@@H:37]([O:36][C@@H:7]2[C@@H:8]([CH2:34][OH:35])[O:9][C@@H:10]([O:11][C@H:12]3[C@@H:13]([OH:33])[C@@H:14]([CH2:31][OH:32])[O:15][C@@H:16]([O:19][C@@H:20]4[C@@H:21]([CH2:29][OH:30])[O:22][CH:23]([OH:28])[C@H:24]([OH:27])[C@H:25]4[OH:26])[C@@H:17]3[OH:18])[C@H:5]([NH:4][C:2]([CH3:1])=[O:3])[C@H:6]2[OH:48])[C@@H:38]1[OH:47])=[O:49], predict the reactants needed to synthesize it. (9) Given the product [CH2:1]([N:4]([CH2:14][C:15]1[CH:23]=[CH:22][C:18]([C:19]([Cl:36])=[O:20])=[CH:17][CH:16]=1)[CH:5]1[CH2:13][CH2:12][C:8]2[N:9]=[CH:10][S:11][C:7]=2[CH2:6]1)[CH2:2][CH3:3], predict the reactants needed to synthesize it. The reactants are: [CH2:1]([N:4]([CH2:14][C:15]1[CH:23]=[CH:22][C:18]([C:19](O)=[O:20])=[CH:17][CH:16]=1)[CH:5]1[CH2:13][CH2:12][C:8]2[N:9]=[CH:10][S:11][C:7]=2[CH2:6]1)[CH2:2][CH3:3].C1C2C(=CC=CC=2)CCC1C([Cl:36])=O. (10) Given the product [Br:2][CH2:3][CH2:4][CH2:5][NH:6][C:16]1[C:25](=[O:26])[C:20]2[N:21]=[C:22]([CH3:24])[S:23][C:19]=2[C:18](=[O:27])[CH:17]=1, predict the reactants needed to synthesize it. The reactants are: Br.[Br:2][CH2:3][CH2:4][CH2:5][NH2:6].C(N(CC)CC)C.CO[C:16]1[C:25](=[O:26])[C:20]2[N:21]=[C:22]([CH3:24])[S:23][C:19]=2[C:18](=[O:27])[CH:17]=1.